From a dataset of Forward reaction prediction with 1.9M reactions from USPTO patents (1976-2016). Predict the product of the given reaction. (1) Given the reactants Br[C:2]1[C:7]([C:8]([F:11])([F:10])[F:9])=[CH:6][C:5]([NH:12][C:13]2[N:17]=[C:16]([NH2:18])[NH:15][N:14]=2)=[CH:4][C:3]=1[Cl:19].CN1C(C)(C)CC(SC2C=CC(B3OC(C)(C)C(C)(C)O3)=CC=2)CC1(C)C.[CH:47]1([S:50]([C:53]2[CH:58]=[CH:57][C:56](B(O)O)=[CH:55][CH:54]=2)(=[O:52])=[O:51])[CH2:49][CH2:48]1.C([O-])([O-])=O.[K+].[K+], predict the reaction product. The product is: [Cl:19][C:3]1[CH:4]=[C:5]([NH:12][C:13]2[N:17]=[C:16]([NH2:18])[NH:15][N:14]=2)[CH:6]=[C:7]([C:8]([F:11])([F:10])[F:9])[C:2]=1[C:56]1[CH:57]=[CH:58][C:53]([S:50]([CH:47]2[CH2:49][CH2:48]2)(=[O:51])=[O:52])=[CH:54][CH:55]=1. (2) Given the reactants [Br:1][C:2]1[CH:7]=[CH:6][C:5]([CH2:8][C:9]([OH:11])=O)=[CH:4][CH:3]=1.C1CC[CH:21]([N:20]=C=[N:20][CH:21]2[CH2:26][CH2:25]CCC2)[CH2:26][CH2:25]1.C1(N)CC1, predict the reaction product. The product is: [Br:1][C:2]1[CH:3]=[CH:4][C:5]([CH2:8][C:9]([NH:20][CH:21]2[CH2:26][CH2:25]2)=[O:11])=[CH:6][CH:7]=1. (3) Given the reactants P(Br)(Br)[Br:2].[Br:5][C:6]1[CH:13]=[CH:12][C:9]([CH2:10]O)=[C:8]([O:14][C:15]2[CH:20]=[C:19]([O:21][CH3:22])[CH:18]=[C:17]([O:23][CH3:24])[CH:16]=2)[CH:7]=1, predict the reaction product. The product is: [Br:5][C:6]1[CH:13]=[CH:12][C:9]([CH2:10][Br:2])=[C:8]([O:14][C:15]2[CH:20]=[C:19]([O:21][CH3:22])[CH:18]=[C:17]([O:23][CH3:24])[CH:16]=2)[CH:7]=1. (4) Given the reactants [Cl:1][C:2]1[C:3]([F:19])=[C:4]([C:8]2[C:12]([CH3:13])=[C:11]([C:14]([O:16]CC)=[O:15])[O:10][N:9]=2)[CH:5]=[CH:6][CH:7]=1.C(OCC)(=O)C#CC, predict the reaction product. The product is: [Cl:1][C:2]1[C:3]([F:19])=[C:4]([C:8]2[C:12]([CH3:13])=[C:11]([C:14]([OH:16])=[O:15])[O:10][N:9]=2)[CH:5]=[CH:6][CH:7]=1. (5) Given the reactants CC([N:5]([C@@H:9]([CH3:13])[CH2:10][CH:11]=[O:12])[C:6](=[O:8])[O-:7])(C)C.[CH3:14][C:15](N([C@@H](C)CC#N)C(=O)[O-])([CH3:17])[CH3:16].[H-].C([Al+]CC(C)C)C(C)C, predict the reaction product. The product is: [CH3:13][C@H:9]([NH:5][C:6](=[O:8])[O:7][C:15]([CH3:17])([CH3:16])[CH3:14])[CH2:10][CH:11]=[O:12]. (6) Given the reactants C1(=O)N([C:6]2[CH:11]=[CH:10][C:9]([OH:12])=[CH:8][CH:7]=2)C(=O)C=C1.[NH2:15][CH2:16][CH2:17]C[Si](OCC)(OCC)OCC.C=O, predict the reaction product. The product is: [O:12]1[C:9]2[CH:10]=[CH:11][CH:6]=[CH:7][C:8]=2[CH:17]=[CH:16][NH:15]1. (7) Given the reactants [F:1][C:2]1[CH:3]=[C:4]([C:10]2[O:11][C:12]3[C:18]([C:19](O)=[O:20])=[CH:17][C:16]([O:22][CH3:23])=[CH:15][C:13]=3[CH:14]=2)[CH:5]=[CH:6][C:7]=1[O:8][CH3:9].Cl.[CH3:25][NH:26][O:27][CH3:28].CCN=C=NCCCN(C)C.O, predict the reaction product. The product is: [CH3:28][O:27][N:26]([CH3:25])[C:19]([C:18]1[C:12]2[O:11][C:10]([C:4]3[CH:5]=[CH:6][C:7]([O:8][CH3:9])=[C:2]([F:1])[CH:3]=3)=[CH:14][C:13]=2[CH:15]=[C:16]([O:22][CH3:23])[CH:17]=1)=[O:20]. (8) Given the reactants [CH2:1]([N:8]1[C:12]2[CH:13]=[CH:14][C:15]3[N:16]([C:17]([CH3:20])=[N:18][N:19]=3)[C:11]=2[CH:10]=[C:9]1[C:21]1[CH:25]=[CH:24][N:23]([C:26]2([CH2:30][C:31]#[N:32])[CH2:29][NH:28][CH2:27]2)[N:22]=1)[C:2]1[CH:7]=[CH:6][CH:5]=[CH:4][CH:3]=1.C=O.[C:35](O[BH-](OC(=O)C)OC(=O)C)(=O)C.[Na+], predict the reaction product. The product is: [CH2:1]([N:8]1[C:12]2[CH:13]=[CH:14][C:15]3[N:16]([C:17]([CH3:20])=[N:18][N:19]=3)[C:11]=2[CH:10]=[C:9]1[C:21]1[CH:25]=[CH:24][N:23]([C:26]2([CH2:30][C:31]#[N:32])[CH2:29][N:28]([CH3:35])[CH2:27]2)[N:22]=1)[C:2]1[CH:7]=[CH:6][CH:5]=[CH:4][CH:3]=1. (9) Given the reactants C([O:4][CH:5]([CH3:23])[C:6]([N:8]([C:11]1[C:12]([Cl:22])=[N:13][N:14]([C:16]2[CH:17]=[N:18][CH:19]=[CH:20][CH:21]=2)[CH:15]=1)[CH2:9][CH3:10])=[O:7])(=O)C.[OH-].[Li+].Cl, predict the reaction product. The product is: [Cl:22][C:12]1[C:11]([N:8]([CH2:9][CH3:10])[C:6](=[O:7])[CH:5]([OH:4])[CH3:23])=[CH:15][N:14]([C:16]2[CH:17]=[N:18][CH:19]=[CH:20][CH:21]=2)[N:13]=1. (10) Given the reactants [OH:1][C:2]1[CH:10]=[CH:9][C:8]([CH2:11][C@H:12]2[C@H:20]3[C@@H:16]([N:17]([CH2:22][C:23]4[CH:28]=[CH:27][CH:26]=[C:25]([CH:29]([CH3:31])[CH3:30])[CH:24]=4)[C:18](=[O:21])[O:19]3)[CH2:15][S:14](=[O:33])(=[O:32])[CH2:13]2)=[CH:7][C:3]=1[C:4]([OH:6])=[O:5].[CH3:34][Si](C=[N+]=[N-])(C)C.CCCCCC.CCOC(C)=O, predict the reaction product. The product is: [CH3:34][O:5][C:4](=[O:6])[C:3]1[CH:7]=[C:8]([CH2:11][C@H:12]2[C@H:20]3[C@@H:16]([N:17]([CH2:22][C:23]4[CH:28]=[CH:27][CH:26]=[C:25]([CH:29]([CH3:30])[CH3:31])[CH:24]=4)[C:18](=[O:21])[O:19]3)[CH2:15][S:14](=[O:33])(=[O:32])[CH2:13]2)[CH:9]=[CH:10][C:2]=1[OH:1].